From a dataset of Choline transporter screen with 302,306 compounds. Binary Classification. Given a drug SMILES string, predict its activity (active/inactive) in a high-throughput screening assay against a specified biological target. (1) The compound is s1c(N(C(=O)c2cccnc2)C)nnc1c1ccc(nc1)C. The result is 0 (inactive). (2) The molecule is Fc1ccc(c2nn(nn2)CC(OCC(=O)c2ccccc2)=O)cc1. The result is 0 (inactive). (3) The compound is O=C(c1c(nc(Nc2nc3c(c(n2)C)cccc3)nc1)C)C. The result is 0 (inactive). (4) The compound is S(CC(=O)Nc1c(OCC)cccc1)c1oc(nn1)CNC(=O)c1c(F)cccc1. The result is 0 (inactive). (5) The compound is Clc1c(cc(NC(=O)CN(C(=O)c2[nH]c(c(c2C)C(=O)C)C)C)cc1)C(F)(F)F. The result is 0 (inactive).